Dataset: Forward reaction prediction with 1.9M reactions from USPTO patents (1976-2016). Task: Predict the product of the given reaction. The product is: [F:1][C:2]1[C:3]([NH:28][C:29](=[O:35])[O:30][C:31]([CH3:34])([CH3:33])[CH3:32])=[N:4][CH:5]=[C:6]([C:8]2[CH:9]=[C:10]3[C:16]([C:44]4[C:43]([CH3:56])=[N:42][N:41]([CH2:40][C:39]5[CH:57]=[CH:58][CH:59]=[C:37]([F:36])[CH:38]=5)[C:45]=4[CH3:46])=[CH:15][N:14]([S:18]([C:21]4[CH:27]=[CH:26][C:24]([CH3:25])=[CH:23][CH:22]=4)(=[O:20])=[O:19])[C:11]3=[N:12][CH:13]=2)[CH:7]=1. Given the reactants [F:1][C:2]1[C:3]([NH:28][C:29](=[O:35])[O:30][C:31]([CH3:34])([CH3:33])[CH3:32])=[N:4][CH:5]=[C:6]([C:8]2[CH:9]=[C:10]3[C:16](I)=[CH:15][N:14]([S:18]([C:21]4[CH:27]=[CH:26][C:24]([CH3:25])=[CH:23][CH:22]=4)(=[O:20])=[O:19])[C:11]3=[N:12][CH:13]=2)[CH:7]=1.[F:36][C:37]1[CH:38]=[C:39]([CH:57]=[CH:58][CH:59]=1)[CH2:40][N:41]1[C:45]([CH3:46])=[C:44](B2OC(C)(C)C(C)(C)O2)[C:43]([CH3:56])=[N:42]1.C(=O)([O-])[O-].[Na+].[Na+], predict the reaction product.